The task is: Predict which catalyst facilitates the given reaction.. This data is from Catalyst prediction with 721,799 reactions and 888 catalyst types from USPTO. (1) Reactant: [F:1][C:2]1[CH:7]=[CH:6][C:5]([CH2:8][CH2:9][CH2:10][O:11]C2CCCCO2)=[CH:4][C:3]=1[CH3:18].O.C1(C)C=CC(S(O)(=O)=O)=CC=1.C(=O)([O-])O.[Na+]. Product: [F:1][C:2]1[CH:7]=[CH:6][C:5]([CH2:8][CH2:9][CH2:10][OH:11])=[CH:4][C:3]=1[CH3:18]. The catalyst class is: 5. (2) Reactant: [CH2:1]([O:3][P:4]([C:9]([C:12]1[CH:17]=[CH:16][C:15]([CH2:18]Br)=[CH:14][C:13]=1[Cl:20])([F:11])[F:10])(=[O:8])[O:5][CH2:6][CH3:7])[CH3:2].[CH2:21]([NH:28][S:29]([C:32]1[CH:40]=[CH:39][CH:38]=[CH:37][C:33]=1[C:34]([NH2:36])=[O:35])(=[O:31])=[O:30])[C:22]1[CH:27]=[CH:26][CH:25]=[CH:24][CH:23]=1.C(=O)([O-])[O-].[K+].[K+]. Product: [CH2:1]([O:3][P:4]([C:9]([C:12]1[CH:17]=[CH:16][C:15]([CH2:18][N:28]([CH2:21][C:22]2[CH:23]=[CH:24][CH:25]=[CH:26][CH:27]=2)[S:29]([C:32]2[CH:40]=[CH:39][CH:38]=[CH:37][C:33]=2[C:34](=[O:35])[NH2:36])(=[O:31])=[O:30])=[CH:14][C:13]=1[Cl:20])([F:11])[F:10])(=[O:8])[O:5][CH2:6][CH3:7])[CH3:2]. The catalyst class is: 39. (3) Reactant: [CH2:1]([O:8][C:9]1[CH:14]=[C:13]([O:15][CH2:16][C:17]2[CH:22]=[CH:21][CH:20]=[CH:19][CH:18]=2)[C:12]([C:23]([CH3:26])([CH3:25])[CH3:24])=[CH:11][C:10]=1[C:27](=[O:29])C)[C:2]1[CH:7]=[CH:6][CH:5]=[CH:4][CH:3]=1.[OH-:30].[Na+].BrBr. Product: [CH2:1]([O:8][C:9]1[CH:14]=[C:13]([O:15][CH2:16][C:17]2[CH:22]=[CH:21][CH:20]=[CH:19][CH:18]=2)[C:12]([C:23]([CH3:24])([CH3:26])[CH3:25])=[CH:11][C:10]=1[C:27]([OH:29])=[O:30])[C:2]1[CH:7]=[CH:6][CH:5]=[CH:4][CH:3]=1. The catalyst class is: 38. (4) Product: [CH2:1]([O:3][C:4]([C:6]1[C:7]([CH3:19])=[CH:8][NH:9][C:10]=1[CH3:11])=[O:5])[CH3:2]. Reactant: [CH2:1]([O:3][C:4]([C:6]1[C:7]([CH3:19])=[C:8](C(OC(C)(C)C)=O)[NH:9][C:10]=1[CH3:11])=[O:5])[CH3:2].C(O)C.Cl. The catalyst class is: 6. (5) Reactant: [NH2:1][C:2]1[C:7]([F:8])=[C:6]([F:9])[C:5]([Br:10])=[CH:4][C:3]=1[CH:11](O)[CH2:12]Cl.C(=O)([O-])[O-].[K+].[K+]. Product: [Br:10][C:5]1[CH:4]=[C:3]2[C:2](=[C:7]([F:8])[C:6]=1[F:9])[NH:1][CH:12]=[CH:11]2. The catalyst class is: 8. (6) Reactant: C([O:8][C:9]1[C:14](=[O:15])[N:13]=[C:12]([CH2:16][C:17]2([C:22]3[CH:27]=[CH:26][C:25]([Cl:28])=[CH:24][CH:23]=3)[CH2:21][CH2:20][CH2:19][CH2:18]2)[N:11]2[CH2:29][CH2:30][N:31]([CH:34]([CH3:39])[C:35]([F:38])([F:37])[F:36])[C:32](=[O:33])[C:10]=12)C1C=CC=CC=1.Cl.C([O-])(O)=O.[Na+]. Product: [Cl:28][C:25]1[CH:26]=[CH:27][C:22]([C:17]2([CH2:16][C:12]3[N:11]4[CH2:29][CH2:30][N:31]([CH:34]([CH3:39])[C:35]([F:38])([F:37])[F:36])[C:32](=[O:33])[C:10]4=[C:9]([OH:8])[C:14](=[O:15])[N:13]=3)[CH2:18][CH2:19][CH2:20][CH2:21]2)=[CH:23][CH:24]=1. The catalyst class is: 5. (7) Reactant: Cl[C:2]1[CH:7]=[N:6][CH:5]=[C:4]([Cl:8])[N:3]=1.[Cl:9][C:10]1[CH:16]=[CH:15][C:13]([NH2:14])=[CH:12][CH:11]=1.CC(C)([O-])C.[Na+].C1(P(C2C=CC=CC=2)C2C=CC3C(=CC=CC=3)C=2C2C3C(=CC=CC=3)C=CC=2P(C2C=CC=CC=2)C2C=CC=CC=2)C=CC=CC=1. Product: [Cl:9][C:10]1[CH:16]=[CH:15][C:13]([NH:14][C:2]2[CH:7]=[N:6][CH:5]=[C:4]([Cl:8])[N:3]=2)=[CH:12][CH:11]=1. The catalyst class is: 164.